This data is from Reaction yield outcomes from USPTO patents with 853,638 reactions. The task is: Predict the reaction yield, written as a fraction of the theoretical maximum amount of product (1.0 means a 100% yield; for example, 0.34 means a 34% yield). (1) The product is [Br:10][C:5]1[C:6]([Br:9])=[C:7]([CH3:8])[CH:2]=[C:3]2[C:4]=1[C:11]1([CH3:19])[O:13][CH:14]2[CH:15]=[CH:16]1. The catalyst is C1(C)C=CC=CC=1.O. The reactants are Br[C:2]1[C:7]([CH3:8])=[C:6]([Br:9])[C:5]([Br:10])=[C:4]([CH3:11])[C:3]=1Br.[O:13]1C=[CH:16][CH:15]=[CH:14]1.[Li][CH2:19]CCC.CO. The yield is 0.500. (2) The reactants are [CH3:1][C:2]1[N:3]=[C:4]([C:8]2[CH:9]=[CH:10][C:11]([O:14][CH2:15][CH2:16][CH2:17][O:18][C:19]3[CH:20]=[C:21]4[C:25](=[CH:26][CH:27]=3)[C@H:24]([CH2:28][C:29]([O:31]CC)=[O:30])[CH2:23][CH2:22]4)=[N:12][CH:13]=2)[S:5][C:6]=1[CH3:7].[Li+].[OH-]. The catalyst is C1COCC1.CO.O. The product is [CH3:1][C:2]1[N:3]=[C:4]([C:8]2[CH:9]=[CH:10][C:11]([O:14][CH2:15][CH2:16][CH2:17][O:18][C:19]3[CH:20]=[C:21]4[C:25](=[CH:26][CH:27]=3)[C@H:24]([CH2:28][C:29]([OH:31])=[O:30])[CH2:23][CH2:22]4)=[N:12][CH:13]=2)[S:5][C:6]=1[CH3:7]. The yield is 0.890. (3) The reactants are [Cl:1][C:2]1[CH:17]=[CH:16][C:5]([CH2:6][CH2:7][O:8][C:9]2[N:10]=[N:11][C:12](I)=[CH:13][CH:14]=2)=[CH:4][CH:3]=1.Cl.[NH2:19][C:20]1[CH:21]=[C:22](B(O)O)[CH:23]=[CH:24][CH:25]=1.C(=O)([O-])[O-].[Na+].[Na+]. The catalyst is C1(C)C=CC=CC=1.C(O)C.O.C1C=CC([P]([Pd]([P](C2C=CC=CC=2)(C2C=CC=CC=2)C2C=CC=CC=2)([P](C2C=CC=CC=2)(C2C=CC=CC=2)C2C=CC=CC=2)[P](C2C=CC=CC=2)(C2C=CC=CC=2)C2C=CC=CC=2)(C2C=CC=CC=2)C2C=CC=CC=2)=CC=1. The product is [Cl:1][C:2]1[CH:17]=[CH:16][C:5]([CH2:6][CH2:7][O:8][C:9]2[N:10]=[N:11][C:12]([C:24]3[CH:25]=[C:20]([CH:21]=[CH:22][CH:23]=3)[NH2:19])=[CH:13][CH:14]=2)=[CH:4][CH:3]=1. The yield is 0.830. (4) The catalyst is O1CCCC1. The reactants are C1(P(C2C=CC=CC=2)C2C=CC=CC=2)C=CC=CC=1.N(C(OC(C)C)=O)=NC(OC(C)C)=O.O[CH2:35][CH2:36][S:37][C:38]1[C:43](=[O:44])[NH:42][CH:41]=[C:40]([C:45]([O:47][CH2:48][CH3:49])=[O:46])[CH:39]=1. The yield is 0.520. The product is [S:37]1[C:38]2[C:43](=[N:42][CH:41]=[C:40]([C:45]([O:47][CH2:48][CH3:49])=[O:46])[CH:39]=2)[O:44][CH2:35][CH2:36]1. (5) The reactants are Br[C:2]1[CH:3]=[C:4]([C:7]([O:9][CH3:10])=[O:8])[O:5][CH:6]=1.C(=O)([O-])[O-].[K+].[K+].[CH3:17][N:18]1[C:22](B2OC(C)(C)C(C)(C)O2)=[CH:21][CH:20]=[N:19]1. The catalyst is O1CCOCC1.O.CC(C)([P](C(C)(C)C)([Pd][P](C(C)(C)C)(C(C)(C)C)C(C)(C)C)C(C)(C)C)C. The product is [CH3:17][N:18]1[C:22]([C:2]2[CH:3]=[C:4]([C:7]([O:9][CH3:10])=[O:8])[O:5][CH:6]=2)=[CH:21][CH:20]=[N:19]1. The yield is 0.260. (6) The reactants are FC(F)(F)C(O)=O.[NH2:8][C@@H:9]1[CH2:40][CH2:39][C:12]2[N:13]=[C:14]([NH:16][C:17](=[O:38])[C:18]3[CH:23]=[CH:22][CH:21]=[C:20]([CH2:24][N:25]4[CH:29]=[C:28]([C:30]5[CH:35]=[CH:34][C:33]([C:36]#[N:37])=[CH:32][CH:31]=5)[N:27]=[N:26]4)[CH:19]=3)[S:15][C:11]=2[CH2:10]1.[CH3:41][O:42][CH2:43][CH2:44]Br.C(N(CC)CC)C.[I-].[Na+]. The catalyst is CCO. The product is [C:36]([C:33]1[CH:32]=[CH:31][C:30]([C:28]2[N:27]=[N:26][N:25]([CH2:24][C:20]3[CH:19]=[C:18]([CH:23]=[CH:22][CH:21]=3)[C:17]([NH:16][C:14]3[S:15][C:11]4[CH2:10][C@H:9]([NH:8][CH2:44][CH2:43][O:42][CH3:41])[CH2:40][CH2:39][C:12]=4[N:13]=3)=[O:38])[CH:29]=2)=[CH:35][CH:34]=1)#[N:37]. The yield is 0.390. (7) The product is [CH3:14][C@@H:11]1[CH2:12][CH2:13][NH:8][CH2:9][C@H:10]1[NH:15][C:16](=[O:22])[O:17][C:18]([CH3:21])([CH3:20])[CH3:19]. The reactants are C([N:8]1[CH2:13][CH2:12][C@@H:11]([CH3:14])[C@H:10]([NH:15][C:16](=[O:22])[O:17][C:18]([CH3:21])([CH3:20])[CH3:19])[CH2:9]1)C1C=CC=CC=1.[H][H]. The yield is 0.950. The catalyst is CO.[Pd]. (8) The reactants are Br[C:2]1[C:7]([C:8]([O:10][CH3:11])=[O:9])=[C:6]([CH:12]=[O:13])[C:5]([OH:14])=[CH:4][CH:3]=1.FC(F)(F)C(O)=[O:18].[Al].C(=O)(O)[O-].[Na+]. The yield is 0.480. The product is [CH:12]([C:6]1[C:5]([OH:14])=[CH:4][CH:3]=[C:2]([OH:18])[C:7]=1[C:8]([O:10][CH3:11])=[O:9])=[O:13]. The catalyst is O. (9) The reactants are [P:1]([O-:37])([O-:36])([O:3][C:4](C(C)(C)C)(C(C)(C)C)[N:5]1[CH:13]=[C:12]2[C:7]([CH:8]=[CH:9][C:10]([C:14]3[C:15]([C:20]4[CH:25]=[CH:24][C:23]([F:26])=[C:22]([CH3:27])[CH:21]=4)=[N:16][CH:17]=[CH:18][CH:19]=3)=[CH:11]2)=[N:6]1)=[O:2].O. The catalyst is CC(O)=O.CC(C)=O. The product is [P:1]([OH:37])([OH:36])([O:3][CH2:4][N:5]1[CH:13]=[C:12]2[C:7]([CH:8]=[CH:9][C:10]([C:14]3[C:15]([C:20]4[CH:25]=[CH:24][C:23]([F:26])=[C:22]([CH3:27])[CH:21]=4)=[N:16][CH:17]=[CH:18][CH:19]=3)=[CH:11]2)=[N:6]1)=[O:2]. The yield is 0.710. (10) The reactants are Br[C:2]1[CH:3]=[C:4]2[C:11]([C:12]([NH:14][CH3:15])=[O:13])=[C:10]([C:16]3[CH:21]=[CH:20][C:19]([F:22])=[CH:18][CH:17]=3)[O:9][C:5]2=[N:6][C:7]=1[Cl:8].B([C:26]1[CH:27]=[CH:28][C:29]([F:35])=[C:30]([CH:34]=1)[C:31]([OH:33])=[O:32])(O)O.C(=O)([O-])[O-].[Cs+].[Cs+]. The catalyst is C1C=CC([P]([Pd]([P](C2C=CC=CC=2)(C2C=CC=CC=2)C2C=CC=CC=2)([P](C2C=CC=CC=2)(C2C=CC=CC=2)C2C=CC=CC=2)[P](C2C=CC=CC=2)(C2C=CC=CC=2)C2C=CC=CC=2)(C2C=CC=CC=2)C2C=CC=CC=2)=CC=1. The product is [Cl:8][C:7]1[N:6]=[C:5]2[O:9][C:10]([C:16]3[CH:21]=[CH:20][C:19]([F:22])=[CH:18][CH:17]=3)=[C:11]([C:12](=[O:13])[NH:14][CH3:15])[C:4]2=[CH:3][C:2]=1[C:26]1[CH:27]=[CH:28][C:29]([F:35])=[C:30]([CH:34]=1)[C:31]([OH:33])=[O:32]. The yield is 0.690.